Dataset: Peptide-MHC class I binding affinity with 185,985 pairs from IEDB/IMGT. Task: Regression. Given a peptide amino acid sequence and an MHC pseudo amino acid sequence, predict their binding affinity value. This is MHC class I binding data. The peptide sequence is IYDYLRLLY. The MHC is HLA-A02:01 with pseudo-sequence HLA-A02:01. The binding affinity (normalized) is 0.0847.